Dataset: Peptide-MHC class I binding affinity with 185,985 pairs from IEDB/IMGT. Task: Regression. Given a peptide amino acid sequence and an MHC pseudo amino acid sequence, predict their binding affinity value. This is MHC class I binding data. (1) The peptide sequence is STDHIPILY. The MHC is HLA-B27:05 with pseudo-sequence HLA-B27:05. The binding affinity (normalized) is 0.0847. (2) The peptide sequence is QPAGGKAEF. The MHC is HLA-A80:01 with pseudo-sequence HLA-A80:01. The binding affinity (normalized) is 0.0847. (3) The peptide sequence is KEGKLQCRI. The MHC is HLA-A29:02 with pseudo-sequence HLA-A29:02. The binding affinity (normalized) is 0.0847. (4) The peptide sequence is FQQLFLNTL. The MHC is HLA-A02:01 with pseudo-sequence HLA-A02:01. The binding affinity (normalized) is 0.442.